This data is from Full USPTO retrosynthesis dataset with 1.9M reactions from patents (1976-2016). The task is: Predict the reactants needed to synthesize the given product. (1) Given the product [CH:1]1([C:4]2[N:9]=[CH:8][C:7]([C:10]3[CH:15]=[CH:14][CH:13]=[CH:12][C:11]=3[S:16][C:17]([CH3:24])([CH3:23])[C:18]([OH:20])=[O:19])=[CH:6][CH:5]=2)[CH2:2][CH2:3]1, predict the reactants needed to synthesize it. The reactants are: [CH:1]1([C:4]2[N:9]=[CH:8][C:7]([C:10]3[CH:15]=[CH:14][CH:13]=[CH:12][C:11]=3[S:16][C:17]([CH3:24])([CH3:23])[C:18]([O:20]CC)=[O:19])=[CH:6][CH:5]=2)[CH2:3][CH2:2]1.[OH-].[Na+]. (2) The reactants are: C[O:2][C:3](=[O:40])[C:4]1[CH:9]=[CH:8][CH:7]=[CH:6][C:5]=1[CH2:10][N:11]1[C:15](=[O:16])/[C:14](=[CH:17]/[C:18]2[CH:19]=[C:20]3[C:24](=[CH:25][CH:26]=2)[N:23]([CH2:27][C:28]2[CH:33]=[CH:32][C:31]([Cl:34])=[CH:30][C:29]=2[C:35]([F:38])([F:37])[F:36])[N:22]=[CH:21]3)/[S:13][C:12]1=[O:39].C(CN)O. Given the product [Cl:34][C:31]1[CH:32]=[CH:33][C:28]([CH2:27][N:23]2[C:24]3[C:20](=[CH:19][C:18](/[CH:17]=[C:14]4/[C:15](=[O:16])[N:11]([CH2:10][C:5]5[CH:6]=[CH:7][CH:8]=[CH:9][C:4]=5[C:3]([OH:40])=[O:2])[C:12](=[O:39])[S:13]/4)=[CH:26][CH:25]=3)[CH:21]=[N:22]2)=[C:29]([C:35]([F:37])([F:36])[F:38])[CH:30]=1, predict the reactants needed to synthesize it.